This data is from Full USPTO retrosynthesis dataset with 1.9M reactions from patents (1976-2016). The task is: Predict the reactants needed to synthesize the given product. (1) Given the product [C:22]([O:25][CH2:27][C:7]1[CH:8]=[CH:3][C:4]([CH:9]([CH2:11][CH2:12][CH2:13][CH2:14][CH2:15][CH2:16][CH2:17][CH2:18][CH2:19][CH3:20])[CH3:10])=[CH:5][CH:6]=1)(=[O:24])[CH3:23], predict the reactants needed to synthesize it. The reactants are: BrC[C:3]1[CH:8]=[CH:7][CH:6]=[CH:5][C:4]=1[CH:9]([CH2:11][CH2:12][CH2:13][CH2:14][CH2:15][CH2:16][CH2:17][CH2:18][CH2:19][CH2:20]C)[CH3:10].[C:22]([O-:25])(=[O:24])[CH3:23].[Na+].[C:27](O)(=O)C. (2) Given the product [F:1][C:2]1[CH:3]=[CH:4][C:5]([NH:9][C:10]([C:12]2[C:17]([NH:18][C:25]3[CH:24]=[N:23][CH:22]=[C:21]([F:20])[CH:26]=3)=[CH:16][CH:15]=[C:14]([CH3:19])[N:13]=2)=[O:11])=[N:6][C:7]=1[CH3:8], predict the reactants needed to synthesize it. The reactants are: [F:1][C:2]1[CH:3]=[CH:4][C:5]([NH:9][C:10]([C:12]2[C:17]([NH2:18])=[CH:16][CH:15]=[C:14]([CH3:19])[N:13]=2)=[O:11])=[N:6][C:7]=1[CH3:8].[F:20][C:21]1[CH:22]=[N:23][CH:24]=[C:25](F)[CH:26]=1. (3) Given the product [CH2:22]([N:1]1[CH:6]=[CH:5][C:4]([CH2:9][C:16]([OH:18])=[O:17])=[CH:3][C:2]1=[O:7])[CH2:21][CH2:20][CH3:24], predict the reactants needed to synthesize it. The reactants are: [NH:1]1[CH:6]=[CH:5][CH:4]=[CH:3][C:2]1=[O:7].[Li+].[CH3:9]C([N-]C(C)C)C.[C:16](=[O:18])=[O:17].Cl.[CH2:20]1[CH2:24]O[CH2:22][CH2:21]1. (4) Given the product [CH2:1]([O:5][CH2:6][CH2:7][O:8][C:9]1[CH:10]=[CH:11][C:12]([C:15]2[CH:16]=[CH:17][C:18]3[N:24]([CH2:25][CH:26]([CH3:27])[CH3:28])[CH2:23][CH2:22][C:21]([C:29]([NH:31][C:32]4[CH:33]=[CH:34][C:35]([S:38]([CH2:39][C:40]5[N:41]([CH:45]6[CH2:46][CH2:47]6)[CH:42]=[N:43][CH:44]=5)=[O:57])=[CH:36][CH:37]=4)=[O:30])=[CH:20][C:19]=3[CH:48]=2)=[CH:13][CH:14]=1)[CH2:2][CH2:3][CH3:4], predict the reactants needed to synthesize it. The reactants are: [CH2:1]([O:5][CH2:6][CH2:7][O:8][C:9]1[CH:14]=[CH:13][C:12]([C:15]2[CH:16]=[CH:17][C:18]3[N:24]([CH2:25][CH:26]([CH3:28])[CH3:27])[CH2:23][CH2:22][C:21]([C:29]([NH:31][C:32]4[CH:37]=[CH:36][C:35]([S:38][CH2:39][C:40]5[N:41]([CH:45]6[CH2:47][CH2:46]6)[CH:42]=[N:43][CH:44]=5)=[CH:34][CH:33]=4)=[O:30])=[CH:20][C:19]=3[CH:48]=2)=[CH:11][CH:10]=1)[CH2:2][CH2:3][CH3:4].ClC1C=CC=C(C(OO)=[O:57])C=1.S([O-])([O-])(=O)=S.[Na+].[Na+]. (5) Given the product [F:1][C:2]1[C:7]2[N:8]([CH3:13])[C:9](=[O:12])[O:10][CH2:11][C:6]=2[CH:5]=[C:4]([N:14]2[CH2:15][C@H:16]([C:17]([O:19][CH3:20])=[O:18])[O:21][C:22]2=[O:24])[CH:3]=1, predict the reactants needed to synthesize it. The reactants are: [F:1][C:2]1[C:7]2[N:8]([CH3:13])[C:9](=[O:12])[O:10][CH2:11][C:6]=2[CH:5]=[C:4]([NH:14][CH2:15][C@@H:16]([OH:21])[C:17]([O:19][CH3:20])=[O:18])[CH:3]=1.[C:22](OCC)(=[O:24])C. (6) Given the product [NH2:24][CH2:23][C:9]1[CH:10]=[C:11]2[C:15](=[C:7]([NH:6][CH:1]3[CH2:5][CH2:4][CH2:3][CH2:2]3)[CH:8]=1)[NH:14][C:13]([C:16]1[S:17][CH2:18][C@@H:19]([CH2:21][OH:22])[N:20]=1)=[CH:12]2, predict the reactants needed to synthesize it. The reactants are: [CH:1]1([NH:6][C:7]2[CH:8]=[C:9]([CH2:23][N:24]3C(=O)C4C(=CC=CC=4)C3=O)[CH:10]=[C:11]3[C:15]=2[NH:14][C:13]([C:16]2[S:17][CH2:18][C@@H:19]([CH2:21][OH:22])[N:20]=2)=[CH:12]3)[CH2:5][CH2:4][CH2:3][CH2:2]1.O.NN. (7) Given the product [CH3:22][C:3]1[C:4]([C:17]([O:19][CH2:20][CH3:21])=[O:18])=[CH:5][N:6]([S:7]([C:10]2[CH:15]=[CH:14][CH:13]=[C:12]([CH3:16])[CH:11]=2)(=[O:9])=[O:8])[C:2]=1[C:23]1[CH:28]=[CH:27][CH:26]=[CH:25][CH:24]=1, predict the reactants needed to synthesize it. The reactants are: Br[C:2]1[N:6]([S:7]([C:10]2[CH:15]=[CH:14][CH:13]=[C:12]([CH3:16])[CH:11]=2)(=[O:9])=[O:8])[CH:5]=[C:4]([C:17]([O:19][CH2:20][CH3:21])=[O:18])[C:3]=1[CH3:22].[C:23]1(B(O)O)[CH:28]=[CH:27][CH:26]=[CH:25][CH:24]=1.C(=O)([O-])[O-].[Na+].[Na+].O.